This data is from NCI-60 drug combinations with 297,098 pairs across 59 cell lines. The task is: Regression. Given two drug SMILES strings and cell line genomic features, predict the synergy score measuring deviation from expected non-interaction effect. (1) Drug 1: CC1=C(C=C(C=C1)NC2=NC=CC(=N2)N(C)C3=CC4=NN(C(=C4C=C3)C)C)S(=O)(=O)N.Cl. Drug 2: CN(CC1=CN=C2C(=N1)C(=NC(=N2)N)N)C3=CC=C(C=C3)C(=O)NC(CCC(=O)O)C(=O)O. Cell line: CAKI-1. Synergy scores: CSS=19.4, Synergy_ZIP=-7.87, Synergy_Bliss=-7.12, Synergy_Loewe=-4.04, Synergy_HSA=-2.37. (2) Drug 1: C1CCC(CC1)NC(=O)N(CCCl)N=O. Drug 2: C(CN)CNCCSP(=O)(O)O. Cell line: NCI-H522. Synergy scores: CSS=13.9, Synergy_ZIP=-4.89, Synergy_Bliss=-2.60, Synergy_Loewe=-16.1, Synergy_HSA=-3.27. (3) Drug 1: C1=CC=C(C=C1)NC(=O)CCCCCCC(=O)NO. Drug 2: CS(=O)(=O)CCNCC1=CC=C(O1)C2=CC3=C(C=C2)N=CN=C3NC4=CC(=C(C=C4)OCC5=CC(=CC=C5)F)Cl. Cell line: HCT116. Synergy scores: CSS=51.0, Synergy_ZIP=-0.369, Synergy_Bliss=-0.729, Synergy_Loewe=-10.7, Synergy_HSA=1.24. (4) Drug 1: CC(CN1CC(=O)NC(=O)C1)N2CC(=O)NC(=O)C2. Drug 2: CC1C(C(CC(O1)OC2CC(CC3=C2C(=C4C(=C3O)C(=O)C5=C(C4=O)C(=CC=C5)OC)O)(C(=O)C)O)N)O.Cl. Cell line: SNB-19. Synergy scores: CSS=31.8, Synergy_ZIP=12.0, Synergy_Bliss=12.9, Synergy_Loewe=12.3, Synergy_HSA=14.5. (5) Drug 1: B(C(CC(C)C)NC(=O)C(CC1=CC=CC=C1)NC(=O)C2=NC=CN=C2)(O)O. Drug 2: CC1C(C(CC(O1)OC2CC(CC3=C2C(=C4C(=C3O)C(=O)C5=CC=CC=C5C4=O)O)(C(=O)C)O)N)O. Cell line: OVCAR3. Synergy scores: CSS=62.1, Synergy_ZIP=-2.40, Synergy_Bliss=-5.12, Synergy_Loewe=-6.18, Synergy_HSA=-4.47. (6) Drug 1: CC1=C(N=C(N=C1N)C(CC(=O)N)NCC(C(=O)N)N)C(=O)NC(C(C2=CN=CN2)OC3C(C(C(C(O3)CO)O)O)OC4C(C(C(C(O4)CO)O)OC(=O)N)O)C(=O)NC(C)C(C(C)C(=O)NC(C(C)O)C(=O)NCCC5=NC(=CS5)C6=NC(=CS6)C(=O)NCCC[S+](C)C)O. Synergy scores: CSS=7.93, Synergy_ZIP=-7.05, Synergy_Bliss=-3.75, Synergy_Loewe=-12.8, Synergy_HSA=-3.63. Cell line: A498. Drug 2: C(CCl)NC(=O)N(CCCl)N=O. (7) Drug 1: C1CCN(CC1)CCOC2=CC=C(C=C2)C(=O)C3=C(SC4=C3C=CC(=C4)O)C5=CC=C(C=C5)O. Drug 2: CN(C)N=NC1=C(NC=N1)C(=O)N. Cell line: ACHN. Synergy scores: CSS=-0.0615, Synergy_ZIP=-1.78, Synergy_Bliss=-2.24, Synergy_Loewe=-6.19, Synergy_HSA=-5.87. (8) Cell line: NCI-H460. Drug 1: C1CN1C2=NC(=NC(=N2)N3CC3)N4CC4. Synergy scores: CSS=72.3, Synergy_ZIP=4.74, Synergy_Bliss=4.35, Synergy_Loewe=1.70, Synergy_HSA=7.57. Drug 2: C1CCC(C(C1)N)N.C(=O)(C(=O)[O-])[O-].[Pt+4].